Dataset: Cav3 T-type calcium channel HTS with 100,875 compounds. Task: Binary Classification. Given a drug SMILES string, predict its activity (active/inactive) in a high-throughput screening assay against a specified biological target. (1) The molecule is Clc1c(C(=O)N2CCN(S(=O)(=O)N(C)C)CC2)cccc1. The result is 0 (inactive). (2) The drug is O=c1n(CC(C)C)c2ncn(c2c(=O)n1CC(=O)c1c(n(c(c1)C)C)C)CCCC. The result is 0 (inactive). (3) The molecule is O(C(=O)c1c2c(n3c(c(c2c2ccccc2)C)cccc3)cc1C(OC)=O)C. The result is 0 (inactive). (4) The compound is O=c1n(c(=O)n(c2nc(n(CC(C)C)c12)CN1C(CCCC1)CC)C)C. The result is 0 (inactive). (5) The drug is S(=O)(=O)(N(C)C)c1cc(ccc1)c1oc(SCc2cc3OCCOc3cc2)nn1. The result is 0 (inactive). (6) The drug is S(=O)(=O)(N(CC(=O)Nc1ccc(CC)cc1)c1cc(ccc1)C)C. The result is 0 (inactive). (7) The molecule is S(CC(=O)NC(C)(C)C)c1n(c(O)c(Cc2ccccc2)c(=O)n1)c1c(OC)cccc1. The result is 0 (inactive).